This data is from Peptide-MHC class I binding affinity with 185,985 pairs from IEDB/IMGT. The task is: Regression. Given a peptide amino acid sequence and an MHC pseudo amino acid sequence, predict their binding affinity value. This is MHC class I binding data. The peptide sequence is NWFDLASW. The MHC is Mamu-B52 with pseudo-sequence Mamu-B52. The binding affinity (normalized) is 0.492.